From a dataset of Catalyst prediction with 721,799 reactions and 888 catalyst types from USPTO. Predict which catalyst facilitates the given reaction. (1) The catalyst class is: 1. Product: [Br:8][C:5]1[CH:6]=[CH:7][C:2]([C@H:30]([NH:29][C@@H:23]([CH2:24][C:25]([F:27])([F:28])[CH3:26])[CH2:22][OH:21])[C:31]([F:34])([F:33])[F:32])=[CH:3][CH:4]=1. Reactant: Br[C:2]1[CH:7]=[CH:6][C:5]([Br:8])=[CH:4][CH:3]=1.[Li]CCCC.[Si]([O:21][CH2:22][C@@H:23](/[N:29]=[CH:30]/[C:31]([F:34])([F:33])[F:32])[CH2:24][C:25]([F:28])([F:27])[CH3:26])(C(C)(C)C)(C)C.[Cl-].[NH4+]. (2) Reactant: [N+:1]([C:4]1[CH:9]=[CH:8][C:7]([N:10]2[C:14](=[O:15])[N:13]=[N:12][NH:11]2)=[CH:6][CH:5]=1)([O-:3])=[O:2].[OH-].[K+].Br[CH2:19][CH2:20][CH3:21].O. Product: [N+:1]([C:4]1[CH:5]=[CH:6][C:7]([N:10]2[C:14](=[O:15])[N:13]([CH2:19][CH2:20][CH3:21])[N:12]=[N:11]2)=[CH:8][CH:9]=1)([O-:3])=[O:2]. The catalyst class is: 9. (3) Reactant: [OH:1][CH2:2][C:3]1[N:8]=[C:7]([CH:9]2[CH2:14][CH2:13][N:12]([C:15]([O:17][C:18]([CH3:21])([CH3:20])[CH3:19])=[O:16])[CH2:11][CH2:10]2)[CH:6]=[CH:5][CH:4]=1.C(N(CC)CC)C.[CH3:29][S:30](Cl)(=[O:32])=[O:31]. Product: [CH3:29][S:30]([O:1][CH2:2][C:3]1[N:8]=[C:7]([CH:9]2[CH2:10][CH2:11][N:12]([C:15]([O:17][C:18]([CH3:21])([CH3:20])[CH3:19])=[O:16])[CH2:13][CH2:14]2)[CH:6]=[CH:5][CH:4]=1)(=[O:32])=[O:31]. The catalyst class is: 91.